This data is from NCI-60 drug combinations with 297,098 pairs across 59 cell lines. The task is: Regression. Given two drug SMILES strings and cell line genomic features, predict the synergy score measuring deviation from expected non-interaction effect. (1) Drug 1: C1=CC(=CC=C1C#N)C(C2=CC=C(C=C2)C#N)N3C=NC=N3. Drug 2: C(CCl)NC(=O)N(CCCl)N=O. Cell line: UACC-257. Synergy scores: CSS=2.87, Synergy_ZIP=-0.434, Synergy_Bliss=-1.29, Synergy_Loewe=-1.55, Synergy_HSA=-2.16. (2) Synergy scores: CSS=32.0, Synergy_ZIP=-8.31, Synergy_Bliss=-17.3, Synergy_Loewe=-19.1, Synergy_HSA=-17.0. Cell line: SR. Drug 2: CC(C)CN1C=NC2=C1C3=CC=CC=C3N=C2N. Drug 1: C1=C(C(=O)NC(=O)N1)F.